Predict the reactants needed to synthesize the given product. From a dataset of Full USPTO retrosynthesis dataset with 1.9M reactions from patents (1976-2016). (1) Given the product [CH2:1]([O:8][C:9]1[CH:10]=[C:11]([CH2:15][S:16]([NH:25][CH2:24][C:23]2[CH:26]=[CH:27][C:28]([O:30][CH3:31])=[CH:29][C:22]=2[O:21][CH3:20])(=[O:18])=[O:17])[CH:12]=[CH:13][CH:14]=1)[C:2]1[CH:7]=[CH:6][CH:5]=[CH:4][CH:3]=1, predict the reactants needed to synthesize it. The reactants are: [CH2:1]([O:8][C:9]1[CH:10]=[C:11]([CH2:15][S:16](Cl)(=[O:18])=[O:17])[CH:12]=[CH:13][CH:14]=1)[C:2]1[CH:7]=[CH:6][CH:5]=[CH:4][CH:3]=1.[CH3:20][O:21][C:22]1[CH:29]=[C:28]([O:30][CH3:31])[CH:27]=[CH:26][C:23]=1[CH2:24][NH2:25]. (2) Given the product [CH2:17]([C:8]1[CH:9]=[CH:10][C:11]([C:13]([F:16])([F:15])[F:14])=[CH:12][C:7]=1[B:21]([OH:22])[OH:20])[CH3:18], predict the reactants needed to synthesize it. The reactants are: C([Mg]Cl)(C)C.I[C:7]1[CH:12]=[C:11]([C:13]([F:16])([F:15])[F:14])[CH:10]=[CH:9][C:8]=1[CH2:17][CH3:18].C[O:20][B:21](OC)[O:22]C.Cl. (3) The reactants are: [CH3:1][C:2]1([C:8]2[CH:13]=[CH:12][C:11]([CH3:14])=[CH:10][CH:9]=2)[C:5](=[O:6])[CH2:4][C:3]1=[O:7].[CH:15](=O)[C:16]1[CH:21]=[CH:20][CH:19]=[CH:18][CH:17]=1.[CH3:23][N:24]([CH2:27][C:28]1[C:36]2[C:31](=[CH:32][C:33]([CH3:37])=[CH:34][CH:35]=2)[NH:30][CH:29]=1)[CH:25]=[O:26]. Given the product [OH:7][C:3]1[C:2]([CH3:1])([C:8]2[CH:13]=[CH:12][C:11]([CH3:14])=[CH:10][CH:9]=2)[C:5](=[O:6])[C:4]=1[CH:15]([C:16]1[CH:21]=[CH:20][CH:19]=[CH:18][CH:17]=1)[C:29]1[NH:30][C:31]2[C:36]([C:28]=1[CH2:27][N:24]([CH3:23])[CH:25]=[O:26])=[CH:35][CH:34]=[C:33]([CH3:37])[CH:32]=2, predict the reactants needed to synthesize it. (4) Given the product [N:3]1[CH:4]=[CH:5][CH:6]=[CH:7][C:2]=1[NH:1][C:15](=[O:16])[O:17][CH2:18][C:19]([Cl:22])([Cl:21])[Cl:20], predict the reactants needed to synthesize it. The reactants are: [NH2:1][C:2]1[CH:7]=[CH:6][CH:5]=[CH:4][N:3]=1.N1C=CC=CC=1.Cl[C:15]([O:17][CH2:18][C:19]([Cl:22])([Cl:21])[Cl:20])=[O:16].O. (5) Given the product [Cl:14][C:11]1[CH:12]=[CH:13][C:8]([C:5]2[S:6][CH:7]=[C:3]([CH2:2][C:15]#[N:16])[N:4]=2)=[CH:9][CH:10]=1, predict the reactants needed to synthesize it. The reactants are: Cl[CH2:2][C:3]1[N:4]=[C:5]([C:8]2[CH:13]=[CH:12][C:11]([Cl:14])=[CH:10][CH:9]=2)[S:6][CH:7]=1.[C-:15]#[N:16].[K+]. (6) Given the product [C:31]([O:35][C:36](=[O:37])[NH:9][C:5]1[CH2:6][O:7][CH2:8][C@@:3]([CH:2]([F:1])[F:21])([C:10]2[CH:15]=[C:14]([N+:16]([O-:18])=[O:17])[CH:13]=[C:12]([F:19])[C:11]=2[F:20])[N:4]=1)([CH3:34])([CH3:33])[CH3:32], predict the reactants needed to synthesize it. The reactants are: [F:1][CH:2]([F:21])[C@@:3]1([C:10]2[CH:15]=[C:14]([N+:16]([O-:18])=[O:17])[CH:13]=[C:12]([F:19])[C:11]=2[F:20])[CH2:8][O:7][CH2:6][C:5]([NH2:9])=[N:4]1.CCN(C(C)C)C(C)C.[C:31]([O:35][C:36](O[C:36]([O:35][C:31]([CH3:34])([CH3:33])[CH3:32])=[O:37])=[O:37])([CH3:34])([CH3:33])[CH3:32].